From a dataset of CYP2C9 inhibition data for predicting drug metabolism from PubChem BioAssay. Regression/Classification. Given a drug SMILES string, predict its absorption, distribution, metabolism, or excretion properties. Task type varies by dataset: regression for continuous measurements (e.g., permeability, clearance, half-life) or binary classification for categorical outcomes (e.g., BBB penetration, CYP inhibition). Dataset: cyp2c9_veith. (1) The drug is Cc1cc(C)n(S(=O)(=O)Cc2ccccc2)n1. The result is 0 (non-inhibitor). (2) The compound is COc1ccc(NS(=O)(=O)c2ccc(I)cc2)cc1N1CCN(C)CC1. The result is 0 (non-inhibitor). (3) The molecule is COC(=O)[C@@]1(Cc2ccc(F)cc2)[C@H]2c3cc(C(=O)N(C)C)n(CCN4CCOCC4)c3C[C@H]2CN1C(=O)c1ccccc1. The result is 0 (non-inhibitor). (4) The drug is Cc1ccc(C)c(S(=O)(=O)N2CCC(c3nc4c(nnn4Cc4ccc(F)cc4)c(=O)[nH]3)CC2)c1. The result is 1 (inhibitor). (5) The drug is CCc1c(O)nc2sc3ccccc3n2c1=O. The result is 1 (inhibitor).